From a dataset of HIV replication inhibition screening data with 41,000+ compounds from the AIDS Antiviral Screen. Binary Classification. Given a drug SMILES string, predict its activity (active/inactive) in a high-throughput screening assay against a specified biological target. (1) The compound is CC(C)C1CC(CO)(CNc2nc(N)nc(Cl)c2C=NO)C1. The result is 0 (inactive). (2) The molecule is CC1(C)CC(=O)c2c(nc3c(ccc4ccccc43)c2-c2ccc(NC(=O)CCCCC(=O)Nc3ccc(-c4c5c(nc6c4ccc4ccccc46)CC(C)(C)CC5=O)cc3)cc2)C1. The result is 0 (inactive). (3) The molecule is CCCCCCCCCCCCOCCOCCOCCOCCOCCOCC(=O)NC(Cc1ccccc1)C(=O)Oc1ccc([N+](=O)[O-])cc1. The result is 0 (inactive).